This data is from Catalyst prediction with 721,799 reactions and 888 catalyst types from USPTO. The task is: Predict which catalyst facilitates the given reaction. Reactant: [Cl:1][C:2]1[N:10]=[C:9]2[C:5]([N:6]=[CH:7][N:8]2[C@@H:11]2[O:23][C@H:22]([CH2:24][O:25]C(=O)C)[C@@H:17]([O:18]C(=O)C)[C@H:12]2[O:13]C(=O)C)=[C:4](Cl)[N:3]=1.[NH:30]1[CH2:34][CH2:33][CH2:32][CH2:31]1.C(N(CC)CC)C. Product: [Cl:1][C:2]1[N:10]=[C:9]2[C:5]([N:6]=[CH:7][N:8]2[C@@H:11]2[O:23][C@H:22]([CH2:24][OH:25])[C@@H:17]([OH:18])[C@H:12]2[OH:13])=[C:4]([N:30]2[CH2:34][CH2:33][CH2:32][CH2:31]2)[N:3]=1. The catalyst class is: 48.